This data is from Forward reaction prediction with 1.9M reactions from USPTO patents (1976-2016). The task is: Predict the product of the given reaction. (1) Given the reactants [H-].[Al+3].[Li+].[H-].[H-].[H-].[Cl:7][C:8]1[CH:9]=[C:10]([NH:14][C:15]([C:17]2[S:21][CH:20]=[N:19][C:18]=2[CH3:22])=O)[CH:11]=[CH:12][CH:13]=1.O.O.O.O.O.O.O.O.O.O.S([O-])([O-])(=O)=O.[Na+].[Na+], predict the reaction product. The product is: [Cl:7][C:8]1[CH:9]=[C:10]([CH:11]=[CH:12][CH:13]=1)[NH:14][CH2:15][C:17]1[S:21][CH:20]=[N:19][C:18]=1[CH3:22]. (2) Given the reactants CC(C)([O-])C.[K+].[CH3:7][N:8]([CH3:12])[CH2:9][CH2:10][OH:11].[F:13][C:14]1[CH:21]=[C:20](F)[CH:19]=[CH:18][C:15]=1[C:16]#[N:17], predict the reaction product. The product is: [CH3:7][N:8]([CH3:12])[CH2:9][CH2:10][O:11][C:20]1[CH:19]=[CH:18][C:15]([C:16]#[N:17])=[C:14]([F:13])[CH:21]=1. (3) Given the reactants [Cl:1][C:2]1[CH:3]=[C:4]([CH:21]=[C:22]([Cl:24])[CH:23]=1)[C:5]([N:7]([CH2:9][C@H:10]([C:14]1[CH:19]=[CH:18][C:17]([F:20])=[CH:16][CH:15]=1)[CH2:11][CH:12]=C)[CH3:8])=[O:6].C[N+]1([O-])CC[O:29]CC1.OS([O-])=O.[Na+].I([O-])(=O)(=O)=O.[Na+], predict the reaction product. The product is: [Cl:1][C:2]1[CH:3]=[C:4]([CH:21]=[C:22]([Cl:24])[CH:23]=1)[C:5]([N:7]([CH2:9][C@H:10]([C:14]1[CH:19]=[CH:18][C:17]([F:20])=[CH:16][CH:15]=1)[CH2:11][CH:12]=[O:29])[CH3:8])=[O:6]. (4) Given the reactants [OH:1][CH2:2][CH2:3][N:4]1[CH2:8][CH2:7][O:6][C:5]1=[O:9].C(N(CC)CC)C.[C:17]1([CH3:27])[CH:22]=[CH:21][C:20]([S:23](Cl)(=[O:25])=[O:24])=[CH:19][CH:18]=1, predict the reaction product. The product is: [C:17]1([CH3:27])[CH:22]=[CH:21][C:20]([S:23]([O:1][CH2:2][CH2:3][N:4]2[CH2:8][CH2:7][O:6][C:5]2=[O:9])(=[O:25])=[O:24])=[CH:19][CH:18]=1. (5) Given the reactants Cl[CH2:2][CH2:3][NH:4][C:5](=O)[C:6]1[CH:11]=[CH:10][CH:9]=[CH:8][CH:7]=1.P(Cl)(Cl)(Cl)(Cl)Cl.[CH:19]([C:22]1[C:34]([NH2:35])=[C:33]([CH:36]([CH3:38])[CH3:37])[C:25]2[O:26][C:27]3[CH:32]=[CH:31][CH:30]=[CH:29][C:28]=3[C:24]=2[CH:23]=1)([CH3:21])[CH3:20], predict the reaction product. The product is: [CH:19]([C:22]1[C:34]([N:35]2[CH2:2][CH2:3][N:4]=[C:5]2[C:6]2[CH:11]=[CH:10][CH:9]=[CH:8][CH:7]=2)=[C:33]([CH:36]([CH3:38])[CH3:37])[C:25]2[O:26][C:27]3[CH:32]=[CH:31][CH:30]=[CH:29][C:28]=3[C:24]=2[CH:23]=1)([CH3:21])[CH3:20].